Regression. Given a peptide amino acid sequence and an MHC pseudo amino acid sequence, predict their binding affinity value. This is MHC class I binding data. From a dataset of Peptide-MHC class I binding affinity with 185,985 pairs from IEDB/IMGT. (1) The peptide sequence is PVSMTYLYNK. The MHC is HLA-A31:01 with pseudo-sequence HLA-A31:01. The binding affinity (normalized) is 0.194. (2) The peptide sequence is NHINRELSL. The MHC is Mamu-A07 with pseudo-sequence Mamu-A07. The binding affinity (normalized) is 0.984. (3) The peptide sequence is ITTQWHLDM. The MHC is HLA-A31:01 with pseudo-sequence HLA-A31:01. The binding affinity (normalized) is 0.0847. (4) The peptide sequence is IAMESIVIW. The MHC is HLA-B57:02 with pseudo-sequence HLA-B57:02. The binding affinity (normalized) is 0.936. (5) The peptide sequence is FQYEHEQTF. The MHC is HLA-B08:03 with pseudo-sequence HLA-B08:03. The binding affinity (normalized) is 0.513.